From a dataset of Reaction yield outcomes from USPTO patents with 853,638 reactions. Predict the reaction yield, written as a fraction of the theoretical maximum amount of product (1.0 means a 100% yield; for example, 0.34 means a 34% yield). (1) The yield is 0.610. The product is [CH2:35]([O:37][CH2:38][C:39]1[N:14]([CH2:13][C:2]2([OH:1])[CH2:7][CH2:6][N:5]([C:8]([O:10][CH2:11][CH3:12])=[O:9])[CH2:4][CH2:3]2)[C:15]2[C:24]3[CH:23]=[CH:22][CH:21]=[CH:20][C:19]=3[N:18]=[CH:17][C:16]=2[N:25]=1)[CH3:36]. The reactants are [OH:1][C:2]1([CH2:13][NH:14][C:15]2[C:24]3[C:19](=[CH:20][CH:21]=[CH:22][CH:23]=3)[N:18]=[CH:17][C:16]=2[N+:25]([O-])=O)[CH2:7][CH2:6][N:5]([C:8]([O:10][CH2:11][CH3:12])=[O:9])[CH2:4][CH2:3]1.C(N(CC)CC)C.[CH2:35]([O:37][CH2:38][C:39](Cl)=O)[CH3:36]. The catalyst is [Pt].C(O)C. (2) The reactants are Cl[C:2]1[CH:3]=[C:4]([NH:10][C:11]2[CH:16]=[CH:15][C:14]([C:17]([N:19]3[CH2:24][CH2:23][O:22][CH2:21][CH2:20]3)=[O:18])=[CH:13][N:12]=2)[C:5](=[O:9])[N:6]([CH3:8])[N:7]=1.[C:25]([O:28][CH2:29][C:30]1[C:31]([N:45]2[CH2:57][CH2:56][N:48]3[C:49]4[CH2:50][CH2:51][CH2:52][CH2:53][C:54]=4[CH:55]=[C:47]3[C:46]2=[O:58])=[N:32][CH:33]=[CH:34][C:35]=1B1OC(C)(C)C(C)(C)O1)(=[O:27])[CH3:26].C1(P(C2CCCCC2)C2CCCCC2)CCCCC1.C(=O)([O-])[O-].[Cs+].[Cs+]. The catalyst is O.C1C=CC(/C=C/C(/C=C/C2C=CC=CC=2)=O)=CC=1.C1C=CC(/C=C/C(/C=C/C2C=CC=CC=2)=O)=CC=1.C1C=CC(/C=C/C(/C=C/C2C=CC=CC=2)=O)=CC=1.[Pd].[Pd].O1CCOCC1. The product is [C:25]([O:28][CH2:29][C:30]1[C:31]([N:45]2[CH2:57][CH2:56][N:48]3[C:49]4[CH2:50][CH2:51][CH2:52][CH2:53][C:54]=4[CH:55]=[C:47]3[C:46]2=[O:58])=[N:32][CH:33]=[CH:34][C:35]=1[C:2]1[CH:3]=[C:4]([NH:10][C:11]2[CH:16]=[CH:15][C:14]([C:17]([N:19]3[CH2:24][CH2:23][O:22][CH2:21][CH2:20]3)=[O:18])=[CH:13][N:12]=2)[C:5](=[O:9])[N:6]([CH3:8])[N:7]=1)(=[O:27])[CH3:26]. The yield is 0.630.